From a dataset of Reaction yield outcomes from USPTO patents with 853,638 reactions. Predict the reaction yield, written as a fraction of the theoretical maximum amount of product (1.0 means a 100% yield; for example, 0.34 means a 34% yield). (1) The reactants are [F:1][C:2]1[C:3]([NH:18][C@@H:19]2[CH2:24][CH2:23][CH2:22][N:21]([C:25](=[O:28])[CH:26]=[CH2:27])[CH2:20]2)=[N:4][C:5]([NH:8][C:9]2[CH:10]=[C:11]3[C:15](=[CH:16][CH:17]=2)[CH2:14][NH:13][CH2:12]3)=[N:6][CH:7]=1.[C:29]1(=O)[CH2:32][CH2:31][CH2:30]1.[BH-](OC(C)=O)(OC(C)=O)OC(C)=O.[Na+]. The catalyst is C(Cl)Cl. The product is [CH:29]1([N:13]2[CH2:12][C:11]3[C:15](=[CH:16][CH:17]=[C:9]([NH:8][C:5]4[N:4]=[C:3]([NH:18][C@@H:19]5[CH2:24][CH2:23][CH2:22][N:21]([C:25](=[O:28])[CH:26]=[CH2:27])[CH2:20]5)[C:2]([F:1])=[CH:7][N:6]=4)[CH:10]=3)[CH2:14]2)[CH2:32][CH2:31][CH2:30]1. The yield is 0.350. (2) The reactants are [H-].[Na+].[NH2:3][C:4]1[CH:12]=[C:11]([OH:13])[CH:10]=[CH:9][C:5]=1[C:6]([NH2:8])=[O:7].[CH2:14](Br)[C:15]1[CH:20]=[CH:19][CH:18]=[CH:17][CH:16]=1. The catalyst is CN(C=O)C. The product is [NH2:3][C:4]1[CH:12]=[C:11]([O:13][CH2:14][C:15]2[CH:20]=[CH:19][CH:18]=[CH:17][CH:16]=2)[CH:10]=[CH:9][C:5]=1[C:6]([NH2:8])=[O:7]. The yield is 0.430. (3) The reactants are [CH2:1]([S:3]([C:6]1[CH:13]=[CH:12][C:11]([N+:14]([O-:16])=[O:15])=[CH:10][C:7]=1[C:8]#[N:9])(=[O:5])=[O:4])[CH3:2].F[C:18]1C=CC([N+]([O-])=O)=CC=1C#N.CC(S)C.C1C=C(Cl)C=C(C(OO)=O)C=1. No catalyst specified. The product is [CH:1]([S:3]([C:6]1[CH:13]=[CH:12][C:11]([N+:14]([O-:16])=[O:15])=[CH:10][C:7]=1[C:8]#[N:9])(=[O:4])=[O:5])([CH3:18])[CH3:2]. The yield is 0.910.